Predict the reactants needed to synthesize the given product. From a dataset of Full USPTO retrosynthesis dataset with 1.9M reactions from patents (1976-2016). (1) Given the product [NH2:1][C:2]1[N:10]=[C:9]([O:11][CH2:12][CH2:13][CH2:14][CH3:15])[N:8]=[C:7]2[C:3]=1[NH:4][C:5](=[O:44])[N:6]2[CH2:16][CH2:17][CH2:18][N:19]([CH2:32][C:33]1[CH:34]=[C:35]([CH2:39][C:40]([O:42][CH3:43])=[O:41])[CH:36]=[CH:37][CH:38]=1)[CH2:20][CH2:21][CH2:22][NH:23][CH3:24], predict the reactants needed to synthesize it. The reactants are: [NH2:1][C:2]1[N:10]=[C:9]([O:11][CH2:12][CH2:13][CH2:14][CH3:15])[N:8]=[C:7]2[C:3]=1[NH:4][C:5](=[O:44])[N:6]2[CH2:16][CH2:17][CH2:18][N:19]([CH2:32][C:33]1[CH:34]=[C:35]([CH2:39][C:40]([O:42][CH3:43])=[O:41])[CH:36]=[CH:37][CH:38]=1)[CH2:20][CH2:21][CH2:22][N:23](C(OC(C)(C)C)=O)[CH3:24].Cl. (2) Given the product [N:6]1([C:11]2[N:12]=[C:13]([N:23]3[CH2:28][CH2:27][O:26][CH2:25][CH2:24]3)[C:14]3[N:20]=[C:19]([CH2:21][NH:42][CH2:41][CH2:40][N:39]([CH3:43])[CH3:38])[CH:18]=[CH:17][C:15]=3[N:16]=2)[CH:10]=[CH:9][N:8]=[CH:7]1, predict the reactants needed to synthesize it. The reactants are: CS(Cl)(=O)=O.[N:6]1([C:11]2[N:12]=[C:13]([N:23]3[CH2:28][CH2:27][O:26][CH2:25][CH2:24]3)[C:14]3[N:20]=[C:19]([CH2:21]O)[CH:18]=[CH:17][C:15]=3[N:16]=2)[CH:10]=[CH:9][N:8]=[CH:7]1.CCN(C(C)C)C(C)C.[CH3:38][N:39]([CH3:43])[CH2:40][CH2:41][NH2:42]. (3) The reactants are: Br[CH2:2][CH:3]=[CH:4][CH2:5]Br.[C:7]([O-:10])(=[O:9])[CH3:8].[Na+]. Given the product [C:7]([O:10][CH2:2][CH:3]=[CH:4][CH2:5][O:10][C:7](=[O:9])[CH3:8])(=[O:9])[CH3:8], predict the reactants needed to synthesize it. (4) Given the product [OH:1][CH2:2][C@H:3]1[N:8]([C:9]([O:11][CH2:12][C:13]2[CH:18]=[CH:17][CH:16]=[CH:15][CH:14]=2)=[O:10])[CH2:7][C@@H:6]([C:19]([O:21][CH3:22])=[O:20])[CH2:5][CH2:4]1.[OH:1][CH2:2][C@@H:3]1[N:8]([C:9]([O:11][CH2:12][C:13]2[CH:18]=[CH:17][CH:16]=[CH:15][CH:14]=2)=[O:10])[CH2:7][C@H:6]([C:19]([O:21][CH3:22])=[O:20])[CH2:5][CH2:4]1, predict the reactants needed to synthesize it. The reactants are: [OH:1][CH2:2][C@@H:3]1[N:8]([C:9]([O:11][CH2:12][C:13]2[CH:18]=[CH:17][CH:16]=[CH:15][CH:14]=2)=[O:10])[CH2:7][C@@H:6]([C:19]([O:21][CH3:22])=[O:20])[CH2:5][CH2:4]1.C(=O)=O. (5) Given the product [OH:30][C:28]([CH3:31])([CH3:29])[CH2:27][NH:26][CH2:2][C:3]([NH:5][C:6]1[CH:25]=[CH:24][C:9]2[N:10]=[C:11]([NH:14][C@H:15]3[C:23]4[C:18](=[CH:19][CH:20]=[CH:21][CH:22]=4)[CH2:17][CH2:16]3)[O:12][CH2:13][C:8]=2[CH:7]=1)=[O:4], predict the reactants needed to synthesize it. The reactants are: Cl[CH2:2][C:3]([NH:5][C:6]1[CH:25]=[CH:24][C:9]2[N:10]=[C:11]([NH:14][C@H:15]3[C:23]4[C:18](=[CH:19][CH:20]=[CH:21][CH:22]=4)[CH2:17][CH2:16]3)[O:12][CH2:13][C:8]=2[CH:7]=1)=[O:4].[NH2:26][CH2:27][C:28]([CH3:31])([OH:30])[CH3:29]. (6) The reactants are: C[O:2][C:3](=[O:15])[C:4]([C@H:7]1[CH2:12][CH2:11][C@@H:10]([O:13][CH3:14])[CH2:9][CH2:8]1)([CH3:6])[CH3:5].[OH-].[Li+].Cl. Given the product [CH3:14][O:13][C@@H:10]1[CH2:11][CH2:12][C@H:7]([C:4]([CH3:6])([CH3:5])[C:3]([OH:15])=[O:2])[CH2:8][CH2:9]1, predict the reactants needed to synthesize it. (7) Given the product [Br:8][C:14]1[S:13][C:12]([N:15]2[CH2:21][CH2:20][CH2:19][NH:18][C:17](=[O:22])[CH2:16]2)=[N:11][C:10]=1[Cl:9], predict the reactants needed to synthesize it. The reactants are: C1C(=O)N([Br:8])C(=O)C1.[Cl:9][C:10]1[N:11]=[C:12]([N:15]2[CH2:21][CH2:20][CH2:19][NH:18][C:17](=[O:22])[CH2:16]2)[S:13][CH:14]=1.